From a dataset of Forward reaction prediction with 1.9M reactions from USPTO patents (1976-2016). Predict the product of the given reaction. Given the reactants [CH:1]([N:4]1[CH:12]=[C:11]2[C:6]([CH:7]=[C:8]([C:15]([O:17][CH2:18][CH3:19])=[O:16])[CH:9]=[C:10]2[O:13]C)=[N:5]1)([CH3:3])[CH3:2].B(Br)(Br)Br, predict the reaction product. The product is: [OH:13][C:10]1[C:11]2[C:6]([CH:7]=[C:8]([C:15]([O:17][CH2:18][CH3:19])=[O:16])[CH:9]=1)=[N:5][N:4]([CH:1]([CH3:2])[CH3:3])[CH:12]=2.